This data is from Forward reaction prediction with 1.9M reactions from USPTO patents (1976-2016). The task is: Predict the product of the given reaction. (1) Given the reactants [CH2:1]([NH:5][C:6]([C:8]1[CH:13]=[CH:12][C:11]([N:14]2[C:18]([CH2:19][CH2:20][CH3:21])=[C:17]([C:22]([OH:24])=O)[N:16]=[N:15]2)=[CH:10][CH:9]=1)=[O:7])[CH2:2][CH2:3][CH3:4].C1C=C[C:28]2N(O)N=[N:31][C:29]=2[CH:30]=1.C1(N)CC1.CCN=C=NCCCN(C)C, predict the reaction product. The product is: [CH2:1]([NH:5][C:6]([C:8]1[CH:9]=[CH:10][C:11]([N:14]2[C:18]([CH2:19][CH2:20][CH3:21])=[C:17]([C:22]([NH:31][CH:29]3[CH2:30][CH2:28]3)=[O:24])[N:16]=[N:15]2)=[CH:12][CH:13]=1)=[O:7])[CH2:2][CH2:3][CH3:4]. (2) Given the reactants [Cl:1][CH2:2][S:3]([NH:6][C:7]1[CH:12]=[C:11]([N:13]=[C:14]=[O:15])[C:10]([F:16])=[CH:9][C:8]=1[Cl:17])(=[O:5])=[O:4].[F:18][C@@H:19]1[CH2:23][NH:22][C@@H:21]([C:24]([OH:26])=[O:25])[CH2:20]1, predict the reaction product. The product is: [Cl:17][C:8]1[C:7]([NH:6][S:3]([CH2:2][Cl:1])(=[O:4])=[O:5])=[CH:12][C:11]([NH:13][C:14]([N:22]2[CH2:23][C@@H:19]([F:18])[CH2:20][C@@H:21]2[C:24]([OH:26])=[O:25])=[O:15])=[C:10]([F:16])[CH:9]=1. (3) Given the reactants [Br:1][C:2]1[CH:3]=[C:4]2[C:9](=[CH:10][CH:11]=1)[C:8](=[O:12])[NH:7][C:6](=[O:13])/[C:5]/2=[CH:14]/OC.Cl.[CH3:18][N:19]([CH3:30])[CH2:20][CH2:21][O:22][C:23]1[CH:28]=[CH:27][C:26]([NH2:29])=[CH:25][CH:24]=1.C(N(CC)CC)C, predict the reaction product. The product is: [Br:1][C:2]1[CH:3]=[C:4]2[C:9](=[CH:10][CH:11]=1)[C:8](=[O:12])[NH:7][C:6](=[O:13])/[C:5]/2=[CH:14]\[NH:29][C:26]1[CH:25]=[CH:24][C:23]([O:22][CH2:21][CH2:20][N:19]([CH3:30])[CH3:18])=[CH:28][CH:27]=1. (4) Given the reactants [CH3:1][C:2]1[CH:3]=[C:4]([S:13]CC2SC(C3C=CC(C(F)(F)F)=CC=3)=NC=2C)[CH:5]=[CH:6][C:7]=1[O:8][CH2:9][C:10]([OH:12])=[O:11].[C:31]1(C)C(O)=CC=C[CH:32]=1.S(Cl)(Cl)(=O)=O.[Sn], predict the reaction product. The product is: [SH:13][C:4]1[CH:5]=[CH:6][C:7]([O:8][CH2:9][C:10]([O:12][CH2:31][CH3:32])=[O:11])=[C:2]([CH3:1])[CH:3]=1. (5) The product is: [CH2:3]([O:10][C:11]1[C:12]([O:21][CH3:22])=[CH:13][C:14]([N+:18]([O-:20])=[O:19])=[C:15]([NH:16][C:26](=[O:27])[CH:25]([O:30][CH3:31])[O:24][CH3:23])[CH:17]=1)[C:4]1[CH:5]=[CH:6][CH:7]=[CH:8][CH:9]=1. Given the reactants [H-].[Na+].[CH2:3]([O:10][C:11]1[C:12]([O:21][CH3:22])=[CH:13][C:14]([N+:18]([O-:20])=[O:19])=[C:15]([CH:17]=1)[NH2:16])[C:4]1[CH:9]=[CH:8][CH:7]=[CH:6][CH:5]=1.[CH3:23][O:24][CH:25]([O:30][CH3:31])[C:26](OC)=[O:27], predict the reaction product. (6) Given the reactants [CH2:1]([N:5]1[C:13]2[N:12]=[C:11]([Cl:14])[NH:10][C:9]=2[C:8](=[O:15])[N:7]([CH2:16][CH2:17][CH2:18][CH2:19][C:20]([O:22]CC)=O)[C:6]1=[O:25])[CH2:2][CH2:3][CH3:4].O[NH:27][C:28]([C:30]1[CH:35]=[CH:34][CH:33]=[C:32]([OH:36])[CH:31]=1)=[NH:29].CC[O-].[Na+], predict the reaction product. The product is: [CH2:1]([N:5]1[C:13]2[N:12]=[C:11]([Cl:14])[NH:10][C:9]=2[C:8](=[O:15])[N:7]([CH2:16][CH2:17][CH2:18][CH2:19][C:20]2[O:22][N:29]=[C:28]([C:30]3[CH:35]=[CH:34][CH:33]=[C:32]([OH:36])[CH:31]=3)[N:27]=2)[C:6]1=[O:25])[CH2:2][CH2:3][CH3:4]. (7) The product is: [F:1][CH:2]([F:15])[O:3][C:4]1[CH:13]=[CH:12][C:7]([C:8]([O:10][CH3:11])=[O:9])=[CH:6][C:5]=1[C:29]#[C:23][C:24]1[CH:25]=[CH:26][CH:27]=[CH:28][N:18]=1. Given the reactants [F:1][CH:2]([F:15])[O:3][C:4]1[CH:13]=[CH:12][C:7]([C:8]([O:10][CH3:11])=[O:9])=[CH:6][C:5]=1I.C([N:18](CC)CC)C.[C:23]1([CH3:29])[CH:28]=[CH:27][CH:26]=[CH:25][CH:24]=1, predict the reaction product. (8) The product is: [CH2:13]([N:6]1[CH2:7][CH2:8][CH:3]([C:2]([F:10])([F:9])[F:1])[CH2:4][CH2:5]1)[C:12]#[CH:11]. Given the reactants [F:1][C:2]([F:10])([F:9])[CH:3]1[CH2:8][CH2:7][NH:6][CH2:5][CH2:4]1.[CH2:11](Br)[C:12]#[CH:13].C(=O)([O-])[O-].[K+].[K+], predict the reaction product.